Dataset: Retrosynthesis with 50K atom-mapped reactions and 10 reaction types from USPTO. Task: Predict the reactants needed to synthesize the given product. Given the product CC(C)Cc1ccc(-c2nc(-c3ccc([C@@H](C)N)cc3)no2)cc1, predict the reactants needed to synthesize it. The reactants are: CC(C)Cc1ccc(-c2nc(-c3ccc([C@@H](C)NC(=O)OC(C)(C)C)cc3)no2)cc1.